This data is from Full USPTO retrosynthesis dataset with 1.9M reactions from patents (1976-2016). The task is: Predict the reactants needed to synthesize the given product. Given the product [CH3:1][C:2]1[CH:3]=[C:4]([N:9]([CH2:10][CH2:11][C:12]2[CH:13]=[CH:14][C:15]([F:18])=[CH:16][CH:17]=2)[C:29]([C:28]2[N:20]([CH3:19])[N:21]=[C:22]3[C:27]=2[CH:26]=[CH:25][CH:24]=[CH:23]3)=[O:30])[CH:5]=[CH:6][C:7]=1[CH3:8], predict the reactants needed to synthesize it. The reactants are: [CH3:1][C:2]1[CH:3]=[C:4]([NH:9][CH2:10][CH2:11][C:12]2[CH:17]=[CH:16][C:15]([F:18])=[CH:14][CH:13]=2)[CH:5]=[CH:6][C:7]=1[CH3:8].[CH3:19][N:20]1[C:28]([C:29](O)=[O:30])=[C:27]2[C:22]([CH:23]=[CH:24][CH:25]=[CH:26]2)=[N:21]1.